Dataset: Forward reaction prediction with 1.9M reactions from USPTO patents (1976-2016). Task: Predict the product of the given reaction. (1) Given the reactants [Br:1][C:2]1[CH:3]=[C:4]([CH:18]([C:20]2[CH:21]=[N:22][C:23]([O:26][CH3:27])=[CH:24][CH:25]=2)[OH:19])[CH:5]=[C:6]([O:8][CH2:9][C:10]2[CH:15]=[CH:14][C:13]([O:16][CH3:17])=[CH:12][CH:11]=2)[CH:7]=1.CC(OI1(OC(C)=O)(OC(C)=O)OC(=O)C2C=CC=CC1=2)=O.C([O-])(O)=O.[Na+].[O-]S([O-])(=S)=O.[Na+].[Na+], predict the reaction product. The product is: [Br:1][C:2]1[CH:3]=[C:4]([C:18]([C:20]2[CH:21]=[N:22][C:23]([O:26][CH3:27])=[CH:24][CH:25]=2)=[O:19])[CH:5]=[C:6]([O:8][CH2:9][C:10]2[CH:15]=[CH:14][C:13]([O:16][CH3:17])=[CH:12][CH:11]=2)[CH:7]=1. (2) Given the reactants [CH2:1]([N:8]1[CH2:14][C:13]2[C:15]([N+:21]([O-])=O)=[C:16]([O:19][CH3:20])[CH:17]=[CH:18][C:12]=2[NH:11][C:10](=[O:24])[CH2:9]1)[C:2]1[CH:7]=[CH:6][CH:5]=[CH:4][CH:3]=1, predict the reaction product. The product is: [NH2:21][C:15]1[C:13]2[CH2:14][N:8]([CH2:1][C:2]3[CH:7]=[CH:6][CH:5]=[CH:4][CH:3]=3)[CH2:9][C:10](=[O:24])[NH:11][C:12]=2[CH:18]=[CH:17][C:16]=1[O:19][CH3:20]. (3) Given the reactants CC([Si](C)(C)[O:6][CH2:7][C:8]1[C:13]([C:14]2[CH:19]=[CH:18][CH:17]=[CH:16][CH:15]=2)=[CH:12][CH:11]=[C:10]([CH3:20])[N:9]=1)(C)C.CCCC[N+](CCCC)(CCCC)CCCC.[F-], predict the reaction product. The product is: [CH3:20][C:10]1[N:9]=[C:8]([CH2:7][OH:6])[C:13]([C:14]2[CH:19]=[CH:18][CH:17]=[CH:16][CH:15]=2)=[CH:12][CH:11]=1.